Task: Predict the product of the given reaction.. Dataset: Forward reaction prediction with 1.9M reactions from USPTO patents (1976-2016) (1) Given the reactants [NH2:1][C:2]1[CH:3]=[N:4][CH:5]=[CH:6][CH:7]=1.[C:8]([O:12][C:13]([NH:15][CH2:16][CH2:17][CH2:18][CH2:19][CH2:20][C:21](O)=[O:22])=[O:14])([CH3:11])([CH3:10])[CH3:9].Cl.CCN(C(C)C)C(C)C, predict the reaction product. The product is: [C:8]([O:12][C:13](=[O:14])[NH:15][CH2:16][CH2:17][CH2:18][CH2:19][CH2:20][C:21](=[O:22])[NH:1][C:2]1[CH:3]=[N:4][CH:5]=[CH:6][CH:7]=1)([CH3:11])([CH3:9])[CH3:10]. (2) Given the reactants [C:1]([N:9]1[CH2:22][CH2:21][C:20]2[C:19]3[C:18]([C:23]#[C:24][CH2:25][OH:26])=[CH:17][CH:16]=[CH:15][C:14]=3[NH:13][C:12]=2[CH2:11][CH2:10]1)(=[O:8])[C:2]1[CH:7]=[CH:6][CH:5]=[CH:4][CH:3]=1, predict the reaction product. The product is: [C:1]([N:9]1[CH2:22][CH2:21][C:20]2[C:19]3[C:18]([CH2:23][CH2:24][CH2:25][OH:26])=[CH:17][CH:16]=[CH:15][C:14]=3[NH:13][C:12]=2[CH2:11][CH2:10]1)(=[O:8])[C:2]1[CH:3]=[CH:4][CH:5]=[CH:6][CH:7]=1. (3) Given the reactants [Si:1]([O:8][CH:9]([C:15]1[S:16][C:17]([C:20]2[N:25]=[C:24]([NH:26][C:27]3[CH:31]=[C:30]([CH:32]4[CH2:34][CH2:33]4)[NH:29][N:28]=3)[C:23]([Cl:35])=[CH:22][N:21]=2)=[CH:18][CH:19]=1)[C:10]([O:12]CC)=[O:11])([C:4]([CH3:7])([CH3:6])[CH3:5])([CH3:3])[CH3:2].[OH-].[Na+], predict the reaction product. The product is: [Si:1]([O:8][CH:9]([C:15]1[S:16][C:17]([C:20]2[N:25]=[C:24]([NH:26][C:27]3[CH:31]=[C:30]([CH:32]4[CH2:33][CH2:34]4)[NH:29][N:28]=3)[C:23]([Cl:35])=[CH:22][N:21]=2)=[CH:18][CH:19]=1)[C:10]([OH:12])=[O:11])([C:4]([CH3:6])([CH3:7])[CH3:5])([CH3:3])[CH3:2]. (4) Given the reactants [OH:1][C@H:2]1[CH2:19][CH2:18][C@@:17]2([CH3:20])[C@@H:4]([CH2:5][CH2:6][C@:7]3([CH3:46])[C@@H:16]2[CH2:15][CH2:14][C@H:13]2[C@@:8]3([CH3:45])[CH2:9][CH2:10][C@@:11]3([C:27]([NH:29][C@@H:30]4[CH2:33][C@H:32]([C:34]5[O:35][C:36]([CH2:39][CH:40]([CH3:42])[CH3:41])=[N:37][N:38]=5)[C:31]4([CH3:44])[CH3:43])=[O:28])[CH2:23][CH2:22][C@@H:21]([C:24]([CH3:26])=[CH2:25])[C@@H:12]32)[C:3]1([CH3:48])[CH3:47].[CH3:49][C:50]1([CH3:57])[CH2:55][C:54](=[O:56])[O:53][C:51]1=[O:52], predict the reaction product. The product is: [CH2:39]([C:36]1[O:35][C:34]([C@H:32]2[CH2:33][C@@H:30]([NH:29][C:27]([C@:11]34[CH2:23][CH2:22][C@@H:21]([C:24]([CH3:26])=[CH2:25])[C@@H:12]3[C@@H:13]3[C@@:8]([CH3:45])([CH2:9][CH2:10]4)[C@@:7]4([CH3:46])[C@@H:16]([C@:17]5([CH3:20])[C@@H:4]([CH2:5][CH2:6]4)[C:3]([CH3:47])([CH3:48])[C@@H:2]([O:1][C:54](=[O:56])[CH2:55][C:50]([CH3:57])([CH3:49])[C:51]([OH:53])=[O:52])[CH2:19][CH2:18]5)[CH2:15][CH2:14]3)=[O:28])[C:31]2([CH3:44])[CH3:43])=[N:38][N:37]=1)[CH:40]([CH3:41])[CH3:42]. (5) The product is: [CH3:18][O:19][C:20]1[CH:26]=[CH:25][C:24]([O:27][CH3:28])=[CH:23][C:21]=1[NH:22][C:2]1[CH:7]=[C:6]([C:8]([F:11])([F:10])[F:9])[N:5]=[C:4]([C:12]2[CH:17]=[CH:16][N:15]=[CH:14][CH:13]=2)[N:3]=1. Given the reactants Cl[C:2]1[CH:7]=[C:6]([C:8]([F:11])([F:10])[F:9])[N:5]=[C:4]([C:12]2[CH:17]=[CH:16][N:15]=[CH:14][CH:13]=2)[N:3]=1.[CH3:18][O:19][C:20]1[CH:26]=[CH:25][C:24]([O:27][CH3:28])=[CH:23][C:21]=1[NH2:22], predict the reaction product.